Dataset: Forward reaction prediction with 1.9M reactions from USPTO patents (1976-2016). Task: Predict the product of the given reaction. (1) Given the reactants Br[CH2:2][Cl:3].C[O:5][C:6]([C@H:8]1[CH:13]=[CH:12][C:11]2[CH:14]=[C:15]([F:18])[CH:16]=[CH:17][C:10]=2[O:9]1)=O.[Li]CCCC.CCCCCC, predict the reaction product. The product is: [Cl:3][CH2:2][C:6]([C@H:8]1[CH:13]=[CH:12][C:11]2[CH:14]=[C:15]([F:18])[CH:16]=[CH:17][C:10]=2[O:9]1)=[O:5]. (2) Given the reactants [N:1]1[C:6]2[CH2:7][NH:8][CH2:9][C:5]=2[C:4]([NH:10][C:11]2[CH:12]=[N:13][C:14]3[C:19]([CH:20]=2)=[CH:18][CH:17]=[CH:16][CH:15]=3)=[N:3][CH:2]=1.[O:21]1[C:25]2[C:26]([CH:30]=O)=[CH:27][CH:28]=[CH:29][C:24]=2[CH2:23][CH2:22]1.ClCCCl.CO.C(O[BH-](OC(=O)C)OC(=O)C)(=O)C.[Na+], predict the reaction product. The product is: [O:21]1[C:25]2[C:26]([CH2:30][N:8]3[CH2:9][C:5]4[C:4]([NH:10][C:11]5[CH:12]=[N:13][C:14]6[C:19]([CH:20]=5)=[CH:18][CH:17]=[CH:16][CH:15]=6)=[N:3][CH:2]=[N:1][C:6]=4[CH2:7]3)=[CH:27][CH:28]=[CH:29][C:24]=2[CH2:23][CH2:22]1. (3) Given the reactants [OH-].[Na+].[OH:3][C@H:4]1[C@:9]([OH:16])([C:10]2[CH:15]=[CH:14][CH:13]=[CH:12][CH:11]=2)[CH2:8][CH2:7][N:6]([C:17]([O:19][C:20]([CH3:23])([CH3:22])[CH3:21])=[O:18])[CH2:5]1.[CH3:24]I, predict the reaction product. The product is: [OH:16][C@@:9]1([C:10]2[CH:15]=[CH:14][CH:13]=[CH:12][CH:11]=2)[CH2:8][CH2:7][N:6]([C:17]([O:19][C:20]([CH3:23])([CH3:22])[CH3:21])=[O:18])[CH2:5][C@H:4]1[O:3][CH3:24]. (4) Given the reactants [ClH:1].O1CCOCC1.[OH:8][C:9]1[CH:10]=[C:11]([CH:26]=[CH:27][C:28]=1[C:29](=[O:47])[NH:30][C:31]1[CH:36]=[C:35]([C:37]2[CH:42]=[CH:41][CH:40]=[CH:39][CH:38]=2)[CH:34]=[CH:33][C:32]=1[C:43]([O:45][CH3:46])=[O:44])[O:12][CH:13]1[CH2:18][CH2:17][N:16](C(OC(C)(C)C)=O)[CH2:15][CH2:14]1, predict the reaction product. The product is: [ClH:1].[OH:8][C:9]1[CH:10]=[C:11]([O:12][CH:13]2[CH2:14][CH2:15][NH:16][CH2:17][CH2:18]2)[CH:26]=[CH:27][C:28]=1[C:29]([NH:30][C:31]1[CH:36]=[C:35]([C:37]2[CH:38]=[CH:39][CH:40]=[CH:41][CH:42]=2)[CH:34]=[CH:33][C:32]=1[C:43]([O:45][CH3:46])=[O:44])=[O:47]. (5) Given the reactants F[C:2]1[CH:7]=[CH:6][C:5]([S:8]([NH2:11])(=[O:10])=[O:9])=[CH:4][C:3]=1[N+:12]([O-:14])=[O:13].[O:15]1[CH2:19][CH2:18][CH:17]([N:20]2[CH2:23][CH:22]([NH2:24])[CH2:21]2)[CH2:16]1.C(N(CC)CC)C, predict the reaction product. The product is: [N+:12]([C:3]1[CH:4]=[C:5]([S:8]([NH2:11])(=[O:10])=[O:9])[CH:6]=[CH:7][C:2]=1[NH:24][CH:22]1[CH2:23][N:20]([CH:17]2[CH2:18][CH2:19][O:15][CH2:16]2)[CH2:21]1)([O-:14])=[O:13]. (6) Given the reactants [N:1]1([CH2:7][CH2:8][CH2:9][N:10]([CH2:20][C:21]2[CH:22]=[CH:23][C:24]([N+:43]([O-])=O)=[C:25]([NH:27][C:28]3[S:29][C:30]([C:40]([NH2:42])=[O:41])=[C:31]([C:33]4[CH:38]=[CH:37][CH:36]=[C:35]([Cl:39])[CH:34]=4)[N:32]=3)[CH:26]=2)[CH2:11][CH2:12][CH2:13][N:14]2[CH2:19][CH2:18][O:17][CH2:16][CH2:15]2)[CH2:6][CH2:5][O:4][CH2:3][CH2:2]1.O1CCC[CH2:47]1.[Cl-].[NH4+].C(OCC)(OCC)OCC, predict the reaction product. The product is: [N:1]1([CH2:7][CH2:8][CH2:9][N:10]([CH2:20][C:21]2[CH:22]=[CH:23][C:24]3[N:43]=[CH:47][N:27]([C:28]4[S:29][C:30]([C:40]([NH2:42])=[O:41])=[C:31]([C:33]5[CH:38]=[CH:37][CH:36]=[C:35]([Cl:39])[CH:34]=5)[N:32]=4)[C:25]=3[CH:26]=2)[CH2:11][CH2:12][CH2:13][N:14]2[CH2:19][CH2:18][O:17][CH2:16][CH2:15]2)[CH2:6][CH2:5][O:4][CH2:3][CH2:2]1. (7) Given the reactants [O:1]=[C:2]([C:9]1[CH:14]=[C:13]([F:15])[C:12]([F:16])=[C:11]([F:17])[C:10]=1[F:18])[CH2:3][C:4]([O:6][CH2:7][CH3:8])=[O:5].[CH3:19]C(OC(C)=O)=O.C(OCC)(OCC)OCC.[NH2:36][C:37]1([CH2:41][OH:42])[CH2:40][CH2:39][CH2:38]1.C(N(CC)CC)C, predict the reaction product. The product is: [OH:42][CH2:41][C:37]1([NH:36][CH:19]=[C:3]([C:2](=[O:1])[C:9]2[CH:14]=[C:13]([F:15])[C:12]([F:16])=[C:11]([F:17])[C:10]=2[F:18])[C:4]([O:6][CH2:7][CH3:8])=[O:5])[CH2:40][CH2:39][CH2:38]1. (8) Given the reactants [I:1][C:2]1[CH:3]=[C:4]([CH2:8][C:9]([OH:11])=O)[CH:5]=[CH:6][CH:7]=1.C(N(CC)C(C)C)(C)C.[C:21]([C:23]1[CH:32]=[CH:31][C:26]([C:27]([NH:29][NH2:30])=[O:28])=[CH:25][CH:24]=1)#[N:22], predict the reaction product. The product is: [I:1][C:2]1[CH:3]=[C:4]([CH2:8][C:9]([NH:30][NH:29][C:27](=[O:28])[C:26]2[CH:25]=[CH:24][C:23]([C:21]#[N:22])=[CH:32][CH:31]=2)=[O:11])[CH:5]=[CH:6][CH:7]=1.